Dataset: Catalyst prediction with 721,799 reactions and 888 catalyst types from USPTO. Task: Predict which catalyst facilitates the given reaction. (1) Reactant: CON(C)C([C:6]1[CH:14]=[C:13]2C(C(C)=C[N:12]2[CH2:15][C:16]2[CH:21]=CC(OC)=[CH:18][CH:17]=2)=CC=1)=O.C([Li])CCC.CN(C)C=[O:34].[Cl-].[NH4+]. Product: [CH3:21][C:16]1[CH:15]=[N:12][CH:13]=[C:14]([CH3:6])[C:17]=1[CH:18]=[O:34]. The catalyst class is: 27. (2) Reactant: [O:1]1[CH2:6][CH2:5][CH2:4][CH2:3][CH:2]1[O:7][C:8]1[CH:13]=[CH:12][C:11]([C:14](=[O:16])[CH3:15])=[CH:10][CH:9]=1.[Br:17][C:18]1[CH:19]=[C:20]([CH:23]=[CH:24][CH:25]=1)[CH:21]=O.[OH-].[Na+]. Product: [Br:17][C:18]1[CH:19]=[C:20]([CH:21]=[CH:15][C:14]([C:11]2[CH:12]=[CH:13][C:8]([O:7][CH:2]3[CH2:3][CH2:4][CH2:5][CH2:6][O:1]3)=[CH:9][CH:10]=2)=[O:16])[CH:23]=[CH:24][CH:25]=1. The catalyst class is: 5.